Dataset: Forward reaction prediction with 1.9M reactions from USPTO patents (1976-2016). Task: Predict the product of the given reaction. (1) Given the reactants [CH3:1][O:2][CH:3]1[CH2:6][N:5]([C:7]([N:9]2[CH2:14][CH:13]([C:15]3[CH:20]=[CH:19][C:18]([C:21]([F:24])([F:23])[F:22])=[CH:17][CH:16]=3)[CH2:12][CH:11]([C:25](O)=[O:26])[CH2:10]2)=[O:8])[CH2:4]1.O[N:29]=[C:30]([NH2:32])[CH3:31], predict the reaction product. The product is: [CH3:1][O:2][CH:3]1[CH2:6][N:5]([C:7]([N:9]2[CH2:14][CH:13]([C:15]3[CH:20]=[CH:19][C:18]([C:21]([F:24])([F:23])[F:22])=[CH:17][CH:16]=3)[CH2:12][CH:11]([C:25]3[O:26][N:32]=[C:30]([CH3:31])[N:29]=3)[CH2:10]2)=[O:8])[CH2:4]1. (2) Given the reactants [Cl:1][C:2]1[CH:3]=[C:4]([C:9]2[CH:14]=[C:13]([C:15]([F:18])([F:17])[F:16])[N:12]=[C:11]([N:19]3[CH:23]=[C:22]([Sn](CCCC)(CCCC)CCCC)[N:21]=[CH:20]3)[N:10]=2)[CH:5]=[CH:6][C:7]=1[Cl:8].[CH3:37][C:38]([NH:41][S:42]([C:45]1[S:49][C:48](Br)=[CH:47][CH:46]=1)(=[O:44])=[O:43])([CH3:40])[CH3:39].CCCCCC, predict the reaction product. The product is: [C:38]([NH:41][S:42]([C:45]1[S:49][C:48]([C:22]2[N:21]=[CH:20][N:19]([C:11]3[N:10]=[C:9]([C:4]4[CH:5]=[CH:6][C:7]([Cl:8])=[C:2]([Cl:1])[CH:3]=4)[CH:14]=[C:13]([C:15]([F:18])([F:16])[F:17])[N:12]=3)[CH:23]=2)=[CH:47][CH:46]=1)(=[O:43])=[O:44])([CH3:40])([CH3:37])[CH3:39]. (3) Given the reactants [C:1](=[O:8])([O-])[O:2][C:3]([CH3:6])([CH3:5])[CH3:4].[Si:9]([O:16][C@H:17]([C:31]1[CH:36]=[CH:35][CH:34]=[C:33]([Cl:37])[CH:32]=1)[C@@H:18]1[NH:22][CH:21]([CH2:23][C:24]2[CH:30]=[CH:29][C:27]([NH2:28])=[CH:26][CH:25]=2)[CH2:20][CH2:19]1)([C:12]([CH3:15])([CH3:14])[CH3:13])([CH3:11])[CH3:10], predict the reaction product. The product is: [NH2:28][C:27]1[CH:26]=[CH:25][C:24]([CH2:23][CH:21]2[CH2:20][CH2:19][C@H:18]([C@H:17]([O:16][Si:9]([C:12]([CH3:13])([CH3:15])[CH3:14])([CH3:10])[CH3:11])[C:31]3[CH:36]=[CH:35][CH:34]=[C:33]([Cl:37])[CH:32]=3)[N:22]2[C:1]([O:2][C:3]([CH3:6])([CH3:5])[CH3:4])=[O:8])=[CH:30][CH:29]=1. (4) Given the reactants [CH3:1][N:2]([CH3:6])[CH2:3][CH2:4][OH:5].[H-].[Na+].Cl[C:10]1[CH:19]=[N:18][C:17]2[C:12](=[CH:13][C:14]([C:20]3[C:24]([C:25]4[CH:30]=[CH:29][CH:28]=[C:27]([CH3:31])[N:26]=4)=[N:23][N:22]4[CH2:32][CH2:33][CH2:34][C:21]=34)=[CH:15][CH:16]=2)[N:11]=1, predict the reaction product. The product is: [CH3:1][N:2]([CH3:6])[CH2:3][CH2:4][O:5][C:10]1[CH:19]=[N:18][C:17]2[C:12](=[CH:13][C:14]([C:20]3[C:24]([C:25]4[CH:30]=[CH:29][CH:28]=[C:27]([CH3:31])[N:26]=4)=[N:23][N:22]4[CH2:32][CH2:33][CH2:34][C:21]=34)=[CH:15][CH:16]=2)[N:11]=1. (5) Given the reactants [NH2:1][C:2]1[C:12]([CH:13]=[CH2:14])=[C:11]([CH:15]=O)[C:10]([C:17]([F:20])([F:19])[F:18])=[CH:9][C:3]=1[C:4]([O:6][CH2:7][CH3:8])=[O:5].[CH3:21][N:22]([C@H:30]1[CH2:35][CH2:34][CH2:33][NH:32][CH2:31]1)[C:23](=[O:29])[O:24][C:25]([CH3:28])([CH3:27])[CH3:26].C(Cl)(Cl)Cl, predict the reaction product. The product is: [NH2:1][C:2]1[C:12]([CH:13]=[CH2:14])=[C:11]([CH2:15][N:32]2[CH2:33][CH2:34][CH2:35][C@H:30]([N:22]([CH3:21])[C:23]([O:24][C:25]([CH3:27])([CH3:26])[CH3:28])=[O:29])[CH2:31]2)[C:10]([C:17]([F:20])([F:19])[F:18])=[CH:9][C:3]=1[C:4]([O:6][CH2:7][CH3:8])=[O:5].